Dataset: Catalyst prediction with 721,799 reactions and 888 catalyst types from USPTO. Task: Predict which catalyst facilitates the given reaction. (1) The catalyst class is: 14. Product: [C:19]1([CH3:23])[CH:20]=[CH:21][CH:22]=[C:17]([N:14]2[CH2:15][CH2:16][CH:11]([NH:10][C:5]3[C:4]([NH2:1])=[CH:9][CH:8]=[CH:7][CH:6]=3)[CH2:12][CH2:13]2)[CH:18]=1. Reactant: [N+:1]([C:4]1[CH:9]=[CH:8][CH:7]=[CH:6][C:5]=1[NH:10][CH:11]1[CH2:16][CH2:15][N:14]([C:17]2[CH:18]=[C:19]([CH3:23])[CH:20]=[CH:21][CH:22]=2)[CH2:13][CH2:12]1)([O-])=O.O.O.Cl[Sn]Cl. (2) Reactant: Cl[C:2]1[C:3]([C:15]#[N:16])=[N:4][C:5]([C:9]2[CH:14]=[CH:13][CH:12]=[CH:11][CH:10]=2)=[C:6]([CH3:8])[N:7]=1.[F:17][C:18]1[CH:23]=[CH:22][C:21]([CH:24]2[CH2:29][CH2:28][NH:27][CH2:26][CH2:25]2)=[CH:20][CH:19]=1.C(N(C(C)C)C(C)C)C. Product: [F:17][C:18]1[CH:23]=[CH:22][C:21]([CH:24]2[CH2:25][CH2:26][N:27]([C:2]3[C:3]([C:15]#[N:16])=[N:4][C:5]([C:9]4[CH:14]=[CH:13][CH:12]=[CH:11][CH:10]=4)=[C:6]([CH3:8])[N:7]=3)[CH2:28][CH2:29]2)=[CH:20][CH:19]=1. The catalyst class is: 9. (3) Reactant: [CH3:1][CH:2]1[C:11]2[C:10]([OH:12])=[CH:9][CH:8]=[CH:7][C:6]=2[O:5][CH2:4][CH2:3]1.C([O-])([O-])=O.[K+].[K+].Cl[C:20]1[N:25]=[CH:24][C:23]([N+:26]([O-:28])=[O:27])=[CH:22][N:21]=1. Product: [CH3:1][CH:2]1[C:11]2[C:6](=[CH:7][CH:8]=[CH:9][C:10]=2[O:12][C:20]2[N:25]=[CH:24][C:23]([N+:26]([O-:28])=[O:27])=[CH:22][N:21]=2)[O:5][CH2:4][CH2:3]1. The catalyst class is: 3. (4) Reactant: [Cl:1][C:2]1[CH:3]=[C:4](/[CH:21]=[CH:22]/[C:23]([O:25]CC)=[O:24])[CH:5]=[N:6][C:7]=1[NH:8][C@@H:9]1[CH2:13][CH2:12][N:11]([CH2:14][CH:15]2[CH2:20][CH2:19][CH2:18][CH2:17][CH2:16]2)[CH2:10]1.[OH-].[Na+]. Product: [Cl:1][C:2]1[CH:3]=[C:4](/[CH:21]=[CH:22]/[C:23]([OH:25])=[O:24])[CH:5]=[N:6][C:7]=1[NH:8][C@@H:9]1[CH2:13][CH2:12][N:11]([CH2:14][CH:15]2[CH2:20][CH2:19][CH2:18][CH2:17][CH2:16]2)[CH2:10]1. The catalyst class is: 5. (5) Reactant: [Br:1][C:2]1[C:3](Cl)=[N:4][CH:5]=[CH:6][CH:7]=1.[NH2:9][C:10]1[CH:15]=[CH:14][C:13]([OH:16])=[CH:12][CH:11]=1.C(=O)([O-])[O-].[Cs+].[Cs+]. Product: [Br:1][C:2]1[C:3]([O:16][C:13]2[CH:14]=[CH:15][C:10]([NH2:9])=[CH:11][CH:12]=2)=[N:4][CH:5]=[CH:6][CH:7]=1. The catalyst class is: 58. (6) Reactant: [CH3:1][C:2]1[O:6][C:5]([C@H:7]([NH2:10])[CH2:8][CH3:9])=[CH:4][CH:3]=1.CC1C=CC(S(O)(=O)=O)=CC=1.CCN(CC)CC.[CH3:29][C:30]([O:33][C:34](O[C:34]([O:33][C:30]([CH3:32])([CH3:31])[CH3:29])=[O:35])=[O:35])([CH3:32])[CH3:31]. Product: [C:30]([O:33][C:34](=[O:35])[NH:10][C@@H:7]([C:5]1[O:6][C:2]([CH3:1])=[CH:3][CH:4]=1)[CH2:8][CH3:9])([CH3:32])([CH3:31])[CH3:29]. The catalyst class is: 23. (7) Reactant: [OH:1][CH:2]([C:6]1[CH:14]=[CH:13][C:9]([C:10]([OH:12])=O)=[CH:8][CH:7]=1)[CH2:3][CH2:4][CH3:5].Cl.[NH2:16][CH2:17][CH2:18][C:19]([O:21][CH2:22][CH3:23])=[O:20].F[P-](F)(F)(F)(F)F.N1(OC(N(C)C)=[N+](C)C)C2N=CC=CC=2N=N1.C(N(C(C)C)CC)(C)C. Product: [OH:1][CH:2]([C:6]1[CH:7]=[CH:8][C:9]([C:10]([NH:16][CH2:17][CH2:18][C:19]([O:21][CH2:22][CH3:23])=[O:20])=[O:12])=[CH:13][CH:14]=1)[CH2:3][CH2:4][CH3:5]. The catalyst class is: 9.